From a dataset of Catalyst prediction with 721,799 reactions and 888 catalyst types from USPTO. Predict which catalyst facilitates the given reaction. Reactant: CN(C)[C:3](=[N:5][C:6](=[NH:9])[S:7][CH3:8])[CH3:4].[CH2:11]([O:13][C:14](=[O:19])[CH2:15][C:16](Cl)=[O:17])[CH3:12].C(N(CC)CC)C. Product: [CH2:11]([O:13][C:14]([C:15]1[C:16]([OH:17])=[N:9][C:6]([S:7][CH3:8])=[N:5][C:3]=1[CH3:4])=[O:19])[CH3:12]. The catalyst class is: 4.